This data is from Forward reaction prediction with 1.9M reactions from USPTO patents (1976-2016). The task is: Predict the product of the given reaction. (1) Given the reactants [CH2:1]([CH:5]([CH2:11][C:12]1[CH:17]=[CH:16][C:15]([O:18][CH2:19][CH2:20][CH2:21][N:22]([C:24](=[O:37])[C:25]2[CH:30]=[CH:29][C:28]([C:31]3[CH:36]=[CH:35][CH:34]=[CH:33][N:32]=3)=[CH:27][CH:26]=2)[CH3:23])=[CH:14][CH:13]=1)[C:6]([O:8]CC)=[O:7])[CH2:2][CH2:3][CH3:4].[OH-].[Na+], predict the reaction product. The product is: [CH2:1]([CH:5]([CH2:11][C:12]1[CH:17]=[CH:16][C:15]([O:18][CH2:19][CH2:20][CH2:21][N:22]([C:24](=[O:37])[C:25]2[CH:30]=[CH:29][C:28]([C:31]3[CH:36]=[CH:35][CH:34]=[CH:33][N:32]=3)=[CH:27][CH:26]=2)[CH3:23])=[CH:14][CH:13]=1)[C:6]([OH:8])=[O:7])[CH2:2][CH2:3][CH3:4]. (2) Given the reactants FC(F)(F)C(O)=O.[Cl:8][C:9]1[CH:14]=[CH:13][C:12]([CH2:15][NH:16][C:17]([C:19]2[NH:20][C:21]3[C:26]([CH:27]=2)=[CH:25][C:24]([O:28][CH2:29][C@@H:30]2[O:35][CH2:34][CH2:33][N:32](C(OC(C)(C)C)=O)[CH2:31]2)=[CH:23][CH:22]=3)=[O:18])=[C:11]([F:43])[C:10]=1[O:44][C:45]1[CH:50]=[C:49]([C:51]#[N:52])[CH:48]=[C:47]([Cl:53])[CH:46]=1, predict the reaction product. The product is: [Cl:8][C:9]1[CH:14]=[CH:13][C:12]([CH2:15][NH:16][C:17]([C:19]2[NH:20][C:21]3[C:26]([CH:27]=2)=[CH:25][C:24]([O:28][CH2:29][C@@H:30]2[O:35][CH2:34][CH2:33][NH:32][CH2:31]2)=[CH:23][CH:22]=3)=[O:18])=[C:11]([F:43])[C:10]=1[O:44][C:45]1[CH:50]=[C:49]([C:51]#[N:52])[CH:48]=[C:47]([Cl:53])[CH:46]=1. (3) Given the reactants [Cl:1][C:2]1[CH:3]=[C:4]([NH:19][C:20]2[C:30]3[CH:29]=[C:28]([C:31](O)=[O:32])[CH2:27][CH2:26][NH:25][C:24]=3[N:23]=[CH:22][N:21]=2)[CH:5]=[CH:6][C:7]=1[O:8][C:9]1[CH:14]=[CH:13][CH:12]=[C:11]([C:15]([F:18])([F:17])[F:16])[CH:10]=1.[OH:34]N1C2C=CC=CC=2N=N1.Cl.C(N=C=NCCCN(C)C)C.[NH2:56][CH2:57][CH2:58][CH2:59][OH:60].CN(C)[CH:63]=[O:64], predict the reaction product. The product is: [F:16][C:15]([F:18])([F:17])[C:63]([OH:64])=[O:34].[Cl:1][C:2]1[CH:3]=[C:4]([NH:19][C:20]2[C:30]3[CH:29]=[C:28]([C:31]([NH:56][CH2:57][CH2:58][CH2:59][OH:60])=[O:32])[CH2:27][CH2:26][NH:25][C:24]=3[N:23]=[CH:22][N:21]=2)[CH:5]=[CH:6][C:7]=1[O:8][C:9]1[CH:14]=[CH:13][CH:12]=[C:11]([C:15]([F:17])([F:16])[F:18])[CH:10]=1. (4) Given the reactants [C:1]([C:3]1[CH:4]=[C:5]([NH:10][C:11]([NH:13][CH2:14][C:15]2[CH:16]=[C:17]3[C:21](=[CH:22][CH:23]=2)[C:20](=[O:24])[N:19]([CH:25]2[CH2:30][CH2:29][C:28](=[O:31])[NH:27][C:26]2=[O:32])[CH2:18]3)=[O:12])[CH:6]=[CH:7][C:8]=1[CH3:9])#[N:2].Cl.[H][H], predict the reaction product. The product is: [NH2:2][CH2:1][C:3]1[CH:4]=[C:5]([NH:10][C:11]([NH:13][CH2:14][C:15]2[CH:16]=[C:17]3[C:21](=[CH:22][CH:23]=2)[C:20](=[O:24])[N:19]([CH:25]2[CH2:30][CH2:29][C:28](=[O:31])[NH:27][C:26]2=[O:32])[CH2:18]3)=[O:12])[CH:6]=[CH:7][C:8]=1[CH3:9]. (5) Given the reactants Cl[C:2]1[N:3]=[CH:4][C:5]2[C:10]([CH:11]=1)=[CH:9][CH:8]=[CH:7][CH:6]=2.[NH:12]1[CH2:17][CH2:16][CH:15]([CH2:18][CH2:19][OH:20])[CH2:14][CH2:13]1, predict the reaction product. The product is: [CH:4]1[C:5]2[C:10](=[CH:9][CH:8]=[CH:7][CH:6]=2)[CH:11]=[C:2]([N:12]2[CH2:17][CH2:16][CH:15]([CH2:18][CH2:19][OH:20])[CH2:14][CH2:13]2)[N:3]=1.